From a dataset of Reaction yield outcomes from USPTO patents with 853,638 reactions. Predict the reaction yield, written as a fraction of the theoretical maximum amount of product (1.0 means a 100% yield; for example, 0.34 means a 34% yield). The product is [CH3:1][O:2][C:3](=[O:37])[CH2:4][CH2:5][CH:6]1[CH:13]2[CH:9]([O:10][CH:11]([CH:14]=[CH:15][C:16]3[CH:17]=[CH:18][CH:19]=[CH:20][CH:21]=3)[O:12]2)[CH:8]([N:22]2[CH:30]=[N:29][C:28]3[C:23]2=[N:24][CH:25]=[N:26][C:27]=3[NH:31][C:32]([NH:34][CH2:35][CH3:36])=[O:33])[O:7]1. The yield is 0.500. The reactants are [CH3:1][O:2][C:3](=[O:37])[CH:4]=[CH:5][CH:6]1[CH:13]2[CH:9]([O:10][CH:11]([CH:14]=[CH:15][C:16]3[CH:21]=[CH:20][CH:19]=[CH:18][CH:17]=3)[O:12]2)[CH:8]([N:22]2[CH:30]=[N:29][C:28]3[C:23]2=[N:24][CH:25]=[N:26][C:27]=3[NH:31][C:32]([NH:34][CH2:35][CH3:36])=[O:33])[O:7]1.[BH4-].[Na+]. The catalyst is CO.O.S([O-])([O-])(=O)=O.[Cu+2].